Dataset: Drug-target binding data from BindingDB using IC50 measurements. Task: Regression. Given a target protein amino acid sequence and a drug SMILES string, predict the binding affinity score between them. We predict pIC50 (pIC50 = -log10(IC50 in M); higher means more potent). Dataset: bindingdb_ic50. (1) The small molecule is Cc1cc(C)c(S(=O)(=O)NC(Cc2c[nH]c3c(C#N)cccc23)C(F)(F)F)c(C)c1. The target protein (P08235) has sequence METKGYHSLPEGLDMERRWGQVSQAVERSSLGPTERTDENNYMEIVNVSCVSGAIPNNSTQGSSKEKQELLPCLQQDNNRPGILTSDIKTELESKELSATVAESMGLYMDSVRDADYSYEQQNQQGSMSPAKIYQNVEQLVKFYKGNGHRPSTLSCVNTPLRSFMSDSGSSVNGGVMRAVVKSPIMCHEKSPSVCSPLNMTSSVCSPAGINSVSSTTASFGSFPVHSPITQGTPLTCSPNVENRGSRSHSPAHASNVGSPLSSPLSSMKSSISSPPSHCSVKSPVSSPNNVTLRSSVSSPANINNSRCSVSSPSNTNNRSTLSSPAASTVGSICSPVNNAFSYTASGTSAGSSTLRDVVPSPDTQEKGAQEVPFPKTEEVESAISNGVTGQLNIVQYIKPEPDGAFSSSCLGGNSKINSDSSFSVPIKQESTKHSCSGTSFKGNPTVNPFPFMDGSYFSFMDDKDYYSLSGILGPPVPGFDGNCEGSGFPVGIKQEPDDG.... The pIC50 is 7.2. (2) The drug is CCN(CC)c1ccc(-c2nn3c(-c4n[nH]c5c4CCC5)nnc3s2)cc1. The target protein (Q96SD1) has sequence MSSFEGQMAEYPTISIDRFDRENLRARAYFLSHCHKDHMKGLRAPTLKRRLECSLKVYLYCSPVTKELLLTSPKYRFWKKRIISIEIETPTQISLVDEASGEKEEIVVTLLPAGHCPGSVMFLFQGNNGTVLYTGDFRLAQGEAARMELLHSGGRVKDIQSVYLDTTFCDPRFYQIPSREECLSGVLELVRSWITRSPYHVVWLNCKAAYGYEYLFTNLSEELGVQVHVNKLDMFRNMPEILHHLTTDRNTQIHACRHPKAEEYFQWSKLPCGITSRNRIPLHIISIKPSTMWFGERSRKTNVIVRTGESSYRACFSFHSSYSEIKDFLSYLCPVNAYPNVIPVGTTMDKVVEILKPLCRSSQSTEPKYKPLGKLKRARTVHRDSEEEDDYLFDDPLPIPLRHKVPYPETFHPEVFSMTAVSEKQPEKLRQTPGCCRAECMQSSRFTNFVDCEESNSESEEEVGIPASLQGDLGSVLHLQKADGDVPQWEVFFKRNDEIT.... The pIC50 is 4.7. (3) The target protein (P06186) has sequence MTELKAKEPRAPHVAGGAPSPTEVGSQLLGRPDPGPFQGSQTSEASSVVSAIPISLDGLLFPRPCQGQNPPDGKTQDPPSLSDVEGAFPGVEAPEGAGDSSSRPPEKDSGLLDSVLDTLLAPSGPGQSHASPATCEAISPWCLFGPDLPEDPRAAPATKGVLAPLMSRPEDKAGDSSGTAAAHKVLPRGLSPSRQLLLPSSGSPHWPAVKPSPQPAAVQVDEEDSSESEGTVGPLLKGQPRALGGTAAGGGAAPVASGAAAGGVALVPKEDSRFSAPRVSLAEQDAPVAPGRSPLATSVVDFIHVPILPLNHAFLATRTRQLLEGESYDGGAAAASPFVPQRGSPSASSTPVAGGDFPDCTYPPDAEPKDDAFPLYGDFQPPALKIKEEEEAAEAAARSPRTYLVAGANPAAFPDFQLAAPPPPSLPPRVPSSRPGEAAVAASPGSASVSSSSSSGSTLECILYKAEGAPPQQGPFAPLPCKPPGAGACLLPRDGLPSTS.... The small molecule is CC(=O)[C@H]1CC[C@H]2[C@@H]3CCC4=CC(=O)CC[C@]4(C)[C@H]3CC[C@]12C. The pIC50 is 8.2. (4) The target protein sequence is MNVIRLKEDKFREALRLSEYAFQYKVDEDRLQQQITKMKESHEVYGIMEGENLAAKLHLIPFHIYIGKEKFKMGGVAGVATYPEYRRSGYVKELLQHSLQTMKKDGYTVSMLHPFAVSFYRKYGWELCANLLVCHMTKSDLVMKKQVNGTVKRFNKESHPEEVEKLYETFAELFSGMLVRNEKWWLQAVYDDLTLAIYYDENQTAAGYMLYKIENYKMTVEEFVPLHNEARNGLWNFICQHDSMIKDLEMTVSENEPLLYTLQEPRVKTEIKPYFMGRIVDVEQFLKQYELNWNNVQQEVILHITDSFAQWNNITVRIANHEITIIEEPIDKGIKLDINALSTILFGYRRPLELNELELISGSEEEIRAFESVVPVRKPFIYDFF. The small molecule is COC(=O)C1=C(C)NC(=O)CC1c1cc2c(cc1Br)OCO2. The pIC50 is 3.7. (5) The drug is CC(=O)Nc1ccc(OC(=O)/C=C/c2ccccc2)cc1. The target protein sequence is MPHVENASETYIPGRLDGKVALVTGSGRGIGAAVAVHLGRLGAKVVVNYANSTKDAEKVVSEIKALGSDAIAIKADIRQVPEIVKLFDQAVAHFGHLDIAVSNSGVVSFGHLKDVTEEEFDRVFSLNTRGQFFVAREAYRHLTEGGRIVLTSSNTSKDFSVPKHSLYSGSKGAVDSFVRIFSKDCGDKKITVNAVAPGGTVTDMFHEVSHHYIPNGTSYTAEQRQQMAAHASPLHRNGWPQDVANVVGFLVSKEGEWVNGKVLTLDGGAA. The pIC50 is 3.7. (6) The drug is CN1CCN(CCCOc2ccc(N3C(=O)/C(=C/c4ccc(Oc5ccc(S(C)(=O)=O)cc5)cc4)SC3=S)cc2)CC1. The target protein (O88351) has sequence MSWSPSLPTQTCGAWEMKERLGTGGFGNVIRWHNQATGEQIAIKQCRQELSPKNRNRWCLEIQIMRRLNHPNVVAARDVPEGMQNLAPNDLPLLAMEYCQGGDLRRYLNQFENCCGLREGAVLTLLSDIASALRYLHENRIIHRDLKPENIVLQQGEKRLIHKIIDLGYAKELDQGSLCTSFVGTLQYLAPELLEQQKYTVTVDYWSFGTLAFECITGFRPFLPNWQPVQWHSKVRQKSEVDIVVSEDLNGAVKFSSSLPFPNNLNSVLAERLEKWLQLMLMWHPRQRGTDPQYGPNGCFRALDDILNLKLVHVLNMVTGTVHTYPVTEDESLQSLKTRIQENTGILETDQELLQKAGLVLLPDKPATQCISDSKTNEGLTLDMDLVFLLDNSKINYETQITPRPPPESVSCILQEPKRNLSFFQLRKVWGQVWHSIQTLKEDCNRLQQGQRAAMMSLLRNNSCLSKMKNAMASTAQQLKAKLDFFKTSIQIDLEKYKEQ.... The pIC50 is 5.4. (7) The small molecule is CCCc1ccc2c(nc(-c3ccc(P(=O)(O)O)o3)n2CC(C)C)c1N. The target protein (P09467) has sequence MADQAPFDTDVNTLTRFVMEEGRKARGTGELTQLLNSLCTAVKAISSAVRKAGIAHLYGIAGSTNVTGDQVKKLDVLSNDLVMNMLKSSFATCVLVSEEDKHAIIVEPEKRGKYVVCFDPLDGSSNIDCLVSVGTIFGIYRKKSTDEPSEKDALQPGRNLVAAGYALYGSATMLVLAMDCGVNCFMLDPAIGEFILVDKDVKIKKKGKIYSLNEGYARDFDPAVTEYIQRKKFPPDNSAPYGARYVGSMVADVHRTLVYGGIFLYPANKKSPNGKLRLLYECNPMAYVMEKAGGMATTGKEAVLDVIPTDIHQRAPVILGSPDDVLEFLKVYEKHSAQ. The pIC50 is 5.5.